Dataset: Catalyst prediction with 721,799 reactions and 888 catalyst types from USPTO. Task: Predict which catalyst facilitates the given reaction. (1) Reactant: [F:1][C:2]([F:19])([F:18])[C:3]1[CH:4]=[C:5]([PH:13](=[O:17])[O:14][CH2:15][CH3:16])[CH:6]=[C:7]([C:9]([F:12])([F:11])[F:10])[CH:8]=1.Br[C:21]1[CH:26]=[CH:25][C:24]([O:27][CH:28]([CH3:30])[CH3:29])=[C:23]([CH:31]=[CH2:32])[CH:22]=1.C(N(CC)CC)C. Product: [F:10][C:9]([F:12])([F:11])[C:7]1[CH:6]=[C:5]([P:13]([C:21]2[CH:26]=[CH:25][C:24]([O:27][CH:28]([CH3:29])[CH3:30])=[C:23]([CH:31]=[CH2:32])[CH:22]=2)(=[O:17])[O:14][CH2:15][CH3:16])[CH:4]=[C:3]([C:2]([F:1])([F:18])[F:19])[CH:8]=1. The catalyst class is: 533. (2) Reactant: Cl[C:2]1[CH:7]=[C:6]([Cl:8])[N:5]=[N:4][C:3]=1[C:9]([O:11][CH2:12][CH3:13])=[O:10].[N:14]1([C:19]2[N:24]=[C:23]([NH2:25])[CH:22]=[CH:21][CH:20]=2)[CH:18]=[CH:17][CH:16]=[N:15]1. Product: [N:14]1([C:19]2[N:24]=[C:23]([NH:25][C:2]3[CH:7]=[C:6]([Cl:8])[N:5]=[N:4][C:3]=3[C:9]([O:11][CH2:12][CH3:13])=[O:10])[CH:22]=[CH:21][CH:20]=2)[CH:18]=[CH:17][CH:16]=[N:15]1. The catalyst class is: 10. (3) Reactant: [OH:1][C:2]1[CH:3]=[CH:4][C:5]([CH3:8])=[N:6][CH:7]=1.[OH-].[K+].[CH3:11]I.O. Product: [CH3:11][O:1][C:2]1[CH:3]=[CH:4][C:5]([CH3:8])=[N:6][CH:7]=1. The catalyst class is: 16. (4) The catalyst class is: 9. Reactant: I[CH2:2][CH2:3][O:4][CH2:5][CH2:6]I.C(N(C(C)C)CC)(C)C.[NH2:17][C@H:18]([CH:20]([NH:24][C:25]1[CH:26]=[C:27]2[C:36](=[CH:37][CH:38]=1)[S:35][C:34]1[C:33]([C:39]3[NH:44][C:43](=[O:45])[CH:42]=[C:41]([N:46]4[CH2:51][CH2:50][O:49][CH2:48][CH2:47]4)[CH:40]=3)=[CH:32][CH:31]=[CH:30][C:29]=1[S:28]2)[CH2:21][CH2:22][CH3:23])[CH3:19]. Product: [O:4]1[CH2:5][CH2:6][N:17]([C@H:18]([CH:20]([NH:24][C:25]2[CH:26]=[C:27]3[C:36](=[CH:37][CH:38]=2)[S:35][C:34]2[C:33]([C:39]4[NH:44][C:43](=[O:45])[CH:42]=[C:41]([N:46]5[CH2:51][CH2:50][O:49][CH2:48][CH2:47]5)[CH:40]=4)=[CH:32][CH:31]=[CH:30][C:29]=2[S:28]3)[CH2:21][CH2:22][CH3:23])[CH3:19])[CH2:2][CH2:3]1. (5) Reactant: [Cl:1][C:2]1[CH:32]=[CH:31][C:5]([CH2:6][N:7]([CH2:26][C:27]([NH:29][NH2:30])=[O:28])[C:8]([C:10]2([CH3:25])[CH2:13][CH2:12][N:11]2[C:14](=[O:24])[CH2:15][C:16]2[CH:21]=[C:20]([CH3:22])[CH:19]=[C:18]([CH3:23])[CH:17]=2)=[O:9])=[CH:4][CH:3]=1.Cl[C:34](Cl)([O:36]C(=O)OC(Cl)(Cl)Cl)Cl. Product: [Cl:1][C:2]1[CH:3]=[CH:4][C:5]([CH2:6][N:7]([CH2:26][C:27]2[O:28][C:34]([OH:36])=[N:30][N:29]=2)[C:8]([C:10]2([CH3:25])[CH2:13][CH2:12][N:11]2[C:14](=[O:24])[CH2:15][C:16]2[CH:17]=[C:18]([CH3:23])[CH:19]=[C:20]([CH3:22])[CH:21]=2)=[O:9])=[CH:31][CH:32]=1. The catalyst class is: 12. (6) Reactant: [Cl:1][C:2]1[CH:3]=[C:4]([C:9]2([C:22]([F:25])([F:24])[F:23])[O:13][N:12]=[C:11]([C:14]3[CH:15]=[CH:16][C:17]([CH3:21])=[C:18]([CH:20]=3)N)[CH2:10]2)[CH:5]=[C:6]([Cl:8])[CH:7]=1.CO[CH2:28][C:29]([OH:31])=O.Cl.C([N:35](CC)CCCN=C=NCC)C.[C:46](=[O:49])([O-])O.[Na+]. Product: [Cl:1][C:2]1[CH:3]=[C:4]([C:9]2([C:22]([F:23])([F:24])[F:25])[O:13][N:12]=[C:11]([C:14]3[CH:15]=[CH:16][C:17]([CH3:21])=[C:18]([CH2:46][O:49][NH:35][C:29](=[O:31])[CH3:28])[CH:20]=3)[CH2:10]2)[CH:5]=[C:6]([Cl:8])[CH:7]=1. The catalyst class is: 9. (7) Reactant: C[O:2][C:3]([C:5]1[C:10]([C:11]2[CH:16]=[CH:15][C:14]([Cl:17])=[CH:13][C:12]=2[Cl:18])=[CH:9][N:8]2[CH:19]=[CH:20][N:21]=[C:7]2[CH:6]=1)=O.CO.[Li+].[BH4-]. Product: [Cl:18][C:12]1[CH:13]=[C:14]([Cl:17])[CH:15]=[CH:16][C:11]=1[C:10]1[C:5]([CH2:3][OH:2])=[CH:6][C:7]2[N:8]([CH:19]=[CH:20][N:21]=2)[CH:9]=1. The catalyst class is: 1.